The task is: Predict the product of the given reaction.. This data is from Forward reaction prediction with 1.9M reactions from USPTO patents (1976-2016). (1) Given the reactants [C:1]1([C:7]([C:27]2[CH:32]=[CH:31][CH:30]=[CH:29][CH:28]=2)([C:21]2[CH:26]=[CH:25][CH:24]=[CH:23][CH:22]=2)[S:8][CH2:9][CH2:10][C:11](ON2C(=O)CCC2=O)=[O:12])[CH:6]=[CH:5][CH:4]=[CH:3][CH:2]=1.[NH2:33][C:34]1[C:43]2[N:44]=[C:45]([CH2:56][O:57][CH2:58][CH3:59])[N:46]([CH2:47][C:48]([NH:51][S:52]([CH3:55])(=[O:54])=[O:53])([CH3:50])[CH3:49])[C:42]=2[C:41]2[CH:40]=[CH:39][C:38]([OH:60])=[CH:37][C:36]=2[N:35]=1, predict the reaction product. The product is: [NH2:33][C:34]1[C:43]2[N:44]=[C:45]([CH2:56][O:57][CH2:58][CH3:59])[N:46]([CH2:47][C:48]([CH3:50])([NH:51][S:52]([CH3:55])(=[O:54])=[O:53])[CH3:49])[C:42]=2[C:41]2[CH:40]=[CH:39][C:38]([O:60][CH2:37][CH2:36][CH2:41][CH2:42][CH2:43][CH2:34][NH:33][C:11](=[O:12])[CH2:10][CH2:9][S:8][C:7]([C:21]3[CH:26]=[CH:25][CH:24]=[CH:23][CH:22]=3)([C:1]3[CH:6]=[CH:5][CH:4]=[CH:3][CH:2]=3)[C:27]3[CH:28]=[CH:29][CH:30]=[CH:31][CH:32]=3)=[CH:37][C:36]=2[N:35]=1. (2) Given the reactants [CH2:1]([S:3](Cl)(=[O:5])=[O:4])[CH3:2].Cl.[NH2:8][CH2:9][C:10]1[CH:11]=[C:12]([C:24]2[C:25]3[CH:34]=[CH:33][N:32]([S:35]([C:38]4[CH:43]=[CH:42][C:41]([CH3:44])=[CH:40][CH:39]=4)(=[O:37])=[O:36])[C:26]=3[C:27](=[O:31])[N:28]([CH3:30])[CH:29]=2)[C:13]2[O:18][CH:17]([CH:19]([CH3:21])[CH3:20])[C:16](=[O:22])[NH:15][C:14]=2[CH:23]=1.C(N(CC)CC)C, predict the reaction product. The product is: [CH:19]([CH:17]1[C:16](=[O:22])[NH:15][C:14]2[CH:23]=[C:10]([CH2:9][NH:8][S:3]([CH2:1][CH3:2])(=[O:5])=[O:4])[CH:11]=[C:12]([C:24]3[C:25]4[CH:34]=[CH:33][N:32]([S:35]([C:38]5[CH:39]=[CH:40][C:41]([CH3:44])=[CH:42][CH:43]=5)(=[O:36])=[O:37])[C:26]=4[C:27](=[O:31])[N:28]([CH3:30])[CH:29]=3)[C:13]=2[O:18]1)([CH3:21])[CH3:20].